From a dataset of Catalyst prediction with 721,799 reactions and 888 catalyst types from USPTO. Predict which catalyst facilitates the given reaction. (1) Product: [CH:11]([C:10]1[CH:9]=[CH:8][C:7]2[NH:6][N:5]=[CH:4][C:3]=2[C:2]=1[B:19]([OH:25])[OH:20])([CH3:13])[CH3:12]. Reactant: Br[C:2]1[C:10]([CH:11]([CH3:13])[CH3:12])=[CH:9][CH:8]=[C:7]2[C:3]=1[CH:4]=[N:5][NH:6]2.C([Li])C(C)C.[B:19](OCCCC)([O:25]CCCC)[O:20]CCCC. The catalyst class is: 28. (2) Reactant: [OH:1][C:2]1[CH:7]=[C:6]([OH:8])[CH:5]=[CH:4][C:3]=1/C(=N\O)/C.[CH3:13][C:14]([N:16](C)C)=O.P(Cl)(Cl)(Cl)=O.C([O-])(O)=O.[Na+]. Product: [CH3:13][C:14]1[O:1][C:2]2[CH:7]=[C:6]([OH:8])[CH:5]=[CH:4][C:3]=2[N:16]=1. The catalyst class is: 10. (3) Reactant: C(=O)([O-])[O-].[K+].[K+].[CH3:7][O:8][C:9]1[CH:13]=[N:12][N:11]([C:14]2[CH:19]=[CH:18][C:17](B3OC(C)(C)C(C)(C)O3)=[CH:16][CH:15]=2)[N:10]=1.I[C:30]1[CH:35]=[CH:34][N:33]([CH2:36][CH2:37][C@@:38]([CH3:53])([S:49]([CH3:52])(=[O:51])=[O:50])[C:39]([NH:41][O:42][CH:43]2[CH2:48][CH2:47][CH2:46][CH2:45][O:44]2)=[O:40])[C:32](=[O:54])[CH:31]=1.O. Product: [CH3:7][O:8][C:9]1[CH:13]=[N:12][N:11]([C:14]2[CH:15]=[CH:16][C:17]([C:30]3[CH:35]=[CH:34][N:33]([CH2:36][CH2:37][C@@:38]([CH3:53])([S:49]([CH3:52])(=[O:51])=[O:50])[C:39]([NH:41][O:42][CH:43]4[CH2:48][CH2:47][CH2:46][CH2:45][O:44]4)=[O:40])[C:32](=[O:54])[CH:31]=3)=[CH:18][CH:19]=2)[N:10]=1. The catalyst class is: 505. (4) Reactant: CON(C)[C:4]([C:6]1[CH:11]=[C:10]([C:12]2[CH:17]=[CH:16][CH:15]=[CH:14][CH:13]=2)[N:9]=[CH:8][N:7]=1)=[O:5].[CH3:19][O:20][C:21]1[CH:22]=[C:23]([Mg]Br)[CH:24]=[C:25]([O:29][CH3:30])[C:26]=1[O:27][CH3:28]. Product: [C:12]1([C:10]2[N:9]=[CH:8][N:7]=[C:6]([C:4]([C:23]3[CH:24]=[C:25]([O:29][CH3:30])[C:26]([O:27][CH3:28])=[C:21]([O:20][CH3:19])[CH:22]=3)=[O:5])[CH:11]=2)[CH:13]=[CH:14][CH:15]=[CH:16][CH:17]=1. The catalyst class is: 1.